Regression. Given a peptide amino acid sequence and an MHC pseudo amino acid sequence, predict their binding affinity value. This is MHC class I binding data. From a dataset of Peptide-MHC class I binding affinity with 185,985 pairs from IEDB/IMGT. (1) The peptide sequence is RRYRRIYDL. The MHC is HLA-C04:01 with pseudo-sequence HLA-C04:01. The binding affinity (normalized) is 0.213. (2) The peptide sequence is YPPPRYITV. The MHC is HLA-B15:42 with pseudo-sequence HLA-B15:42. The binding affinity (normalized) is 0.213. (3) The peptide sequence is GEVDSFSLGI. The MHC is HLA-B44:03 with pseudo-sequence HLA-B44:03. The binding affinity (normalized) is 0.726. (4) The peptide sequence is VCFWSTLFY. The MHC is HLA-A03:01 with pseudo-sequence HLA-A03:01. The binding affinity (normalized) is 0.544. (5) The peptide sequence is RTWFYRTEF. The MHC is HLA-A02:19 with pseudo-sequence HLA-A02:19. The binding affinity (normalized) is 0.0847. (6) The peptide sequence is PACVYGLA. The MHC is HLA-A02:01 with pseudo-sequence HLA-A02:01. The binding affinity (normalized) is 0.